This data is from Reaction yield outcomes from USPTO patents with 853,638 reactions. The task is: Predict the reaction yield, written as a fraction of the theoretical maximum amount of product (1.0 means a 100% yield; for example, 0.34 means a 34% yield). (1) The reactants are CC(OI1(OC(C)=O)(OC(C)=O)OC(=O)C2C=CC=CC1=2)=O.[OH:23][CH:24]1[CH2:29][CH2:28][CH:27]([N:30]2[C@@H:34]([C:35]3[CH:40]=[CH:39][CH:38]=[CH:37][CH:36]=3)[C:33]([CH3:42])([CH3:41])[O:32][C:31]2=[O:43])[CH2:26][CH2:25]1.[O-]S([O-])(=S)=O.[Na+].[Na+].C([O-])(O)=O.[Na+]. The catalyst is C(Cl)Cl. The product is [CH3:41][C:33]1([CH3:42])[O:32][C:31](=[O:43])[N:30]([CH:27]2[CH2:26][CH2:25][C:24](=[O:23])[CH2:29][CH2:28]2)[C@H:34]1[C:35]1[CH:36]=[CH:37][CH:38]=[CH:39][CH:40]=1. The yield is 0.640. (2) The reactants are [CH:1]([C:4]1[CH:9]=[CH:8][C:7]([CH:10]2[C:14]3[C:15]([CH3:30])=[C:16]([NH:21][C:22](=[O:29])OCC(Cl)(Cl)Cl)[C:17]([CH3:20])=[C:18]([CH3:19])[C:13]=3[O:12][CH2:11]2)=[CH:6][CH:5]=1)([CH3:3])[CH3:2].[OH:31][CH2:32][CH2:33][NH2:34]. No catalyst specified. The product is [OH:31][CH2:32][CH2:33][NH:34][C:22]([NH:21][C:16]1[C:17]([CH3:20])=[C:18]([CH3:19])[C:13]2[O:12][CH2:11][CH:10]([C:7]3[CH:6]=[CH:5][C:4]([CH:1]([CH3:2])[CH3:3])=[CH:9][CH:8]=3)[C:14]=2[C:15]=1[CH3:30])=[O:29]. The yield is 0.890. (3) The reactants are [C:1]([O:5][C:6]([NH:8][C@@H:9]([C@H:22]([CH2:30][CH3:31])[CH2:23][CH:24]([CH3:29])[CH2:25][CH2:26][CH:27]=[CH2:28])[C:10]([N:12]1[CH2:16][C@H:15]([OH:17])[CH2:14][C@H:13]1[C:18]([O:20]C)=[O:19])=[O:11])=[O:7])([CH3:4])([CH3:3])[CH3:2].O.[Li+].[OH-].CO. The catalyst is C1COCC1. The product is [C:1]([O:5][C:6]([NH:8][C@@H:9]([C@H:22]([CH2:30][CH3:31])[CH2:23][CH:24]([CH3:29])[CH2:25][CH2:26][CH:27]=[CH2:28])[C:10]([N:12]1[CH2:16][C@H:15]([OH:17])[CH2:14][C@H:13]1[C:18]([OH:20])=[O:19])=[O:11])=[O:7])([CH3:4])([CH3:3])[CH3:2]. The yield is 0.900. (4) The reactants are [CH3:1][O:2][C:3]1[CH:4]=[CH:5][C:6]2[CH:10]=[CH:9][S:8][C:7]=2[CH:11]=1.Br[C:13]1[CH:18]=[CH:17][C:16]([F:19])=[CH:15][C:14]=1[CH3:20].CC(C)(C)C(O)=O.C([O-])([O-])=O.[K+].[K+]. The catalyst is CC(N(C)C)=O.C(Cl)Cl.O.CC(C1C=C(C(C)C)C(C2C(P(C3CCCCC3)C3CCCCC3)=C(OC)C=CC=2OC)=C(C(C)C)C=1)C.C1C=[C-]C(CCN)=CC=1.Cl[Pd+]. The product is [F:19][C:16]1[CH:17]=[CH:18][C:13]([C:9]2[S:8][C:7]3[CH:11]=[C:3]([O:2][CH3:1])[CH:4]=[CH:5][C:6]=3[CH:10]=2)=[C:14]([CH3:20])[CH:15]=1. The yield is 0.440. (5) The reactants are [OH:1][C:2]1[CH:10]=[CH:9][C:5]([C:6]([OH:8])=[O:7])=[CH:4][CH:3]=1.O.[C:12](OC(=O)C)(=[O:14])[CH3:13]. The catalyst is S(=O)(=O)(O)O. The product is [C:12]([O:1][C:2]1[CH:10]=[CH:9][C:5]([C:6]([OH:8])=[O:7])=[CH:4][CH:3]=1)(=[O:14])[CH3:13]. The yield is 0.860. (6) The reactants are [C:1]([C:3]1[CH:8]=[CH:7][C:6]([N:9]2[C:13](=[O:14])[C:12]([CH3:16])([CH3:15])[N:11]([C:17]3[CH:22]=[CH:21][C:20]([C:23]4[CH:39]=[CH:38][C:26]([O:27][CH2:28][CH2:29][O:30][CH2:31][CH2:32][O:33][CH2:34][C:35](O)=[O:36])=[CH:25][CH:24]=4)=[CH:19][CH:18]=3)[C:10]2=[S:40])=[CH:5][C:4]=1[C:41]([F:44])([F:43])[F:42])#[N:2].CN(C(ON1N=NC2C=CC=NC1=2)=[N+](C)C)C.F[P-](F)(F)(F)(F)F.CCN(C(C)C)C(C)C.Cl.[NH2:79][C@@H:80]([C:105]([CH3:108])([CH3:107])[CH3:106])[C:81]([N:83]1[CH2:87][C@H:86]([OH:88])[CH2:85][C@H:84]1[C:89]([NH:91][CH2:92][C:93]1[CH:98]=[CH:97][C:96]([C:99]2[S:103][CH:102]=[N:101][C:100]=2[CH3:104])=[CH:95][CH:94]=1)=[O:90])=[O:82]. The catalyst is CN(C)C=O.O. The product is [C:1]([C:3]1[CH:8]=[CH:7][C:6]([N:9]2[C:13](=[O:14])[C:12]([CH3:16])([CH3:15])[N:11]([C:17]3[CH:22]=[CH:21][C:20]([C:23]4[CH:39]=[CH:38][C:26]([O:27][CH2:28][CH2:29][O:30][CH2:31][CH2:32][O:33][CH2:34][C:35]([NH:79][C@@H:80]([C:105]([CH3:108])([CH3:107])[CH3:106])[C:81]([N:83]5[CH2:87][C@H:86]([OH:88])[CH2:85][C@H:84]5[C:89]([NH:91][CH2:92][C:93]5[CH:98]=[CH:97][C:96]([C:99]6[S:103][CH:102]=[N:101][C:100]=6[CH3:104])=[CH:95][CH:94]=5)=[O:90])=[O:82])=[O:36])=[CH:25][CH:24]=4)=[CH:19][CH:18]=3)[C:10]2=[S:40])=[CH:5][C:4]=1[C:41]([F:43])([F:44])[F:42])#[N:2]. The yield is 0.170. (7) The product is [CH:1]([O:5][C:6](=[O:31])[NH:7][CH2:8][CH2:9][CH2:10][CH2:11][C@H:12]([NH:30][C:42](=[O:43])[CH3:41])[C:13](=[O:29])[NH:14][CH2:15][CH2:16][N:17]([C:19]([O:21][CH2:22][C:23]1[CH:24]=[CH:25][CH:26]=[CH:27][CH:28]=1)=[O:20])[CH3:18])([CH3:3])[CH3:4]. The reactants are [C:1]([O:5][C:6](=[O:31])[NH:7][CH2:8][CH2:9][CH2:10][CH2:11][C@H:12]([NH2:30])[C:13](=[O:29])[NH:14][CH2:15][CH2:16][N:17]([C:19]([O:21][CH2:22][C:23]1[CH:28]=[CH:27][CH:26]=[CH:25][CH:24]=1)=[O:20])[CH3:18])([CH3:4])([CH3:3])C.CCN(C(C)C)C(C)C.[CH3:41][C:42](OC(C)=O)=[O:43]. The yield is 0.990. The catalyst is C(Cl)(Cl)Cl. (8) The reactants are C([O:5][C:6]([C:8]1[C:16]2[C:11](=[CH:12][C:13]([C:17]3(O)[CH2:22][CH2:21][O:20][CH2:19][CH2:18]3)=[CH:14][CH:15]=2)[NH:10][N:9]=1)=[O:7])(C)(C)C.C([SiH](CC)CC)C.ClCCl. The catalyst is FC(F)(F)C(O)=O. The product is [O:20]1[CH2:21][CH2:22][CH:17]([C:13]2[CH:12]=[C:11]3[C:16]([C:8]([C:6]([OH:7])=[O:5])=[N:9][NH:10]3)=[CH:15][CH:14]=2)[CH2:18][CH2:19]1. The yield is 0.600. (9) The reactants are CO[CH:3](OC)[N:4]([CH3:6])[CH3:5].[CH3:9][S:10][C:11]1[N:16]=[C:15]([C:17](=[O:19])[CH3:18])[CH:14]=[CH:13][N:12]=1. No catalyst specified. The product is [CH3:6][N:4]([CH3:5])/[CH:3]=[CH:18]/[C:17]([C:15]1[CH:14]=[CH:13][N:12]=[C:11]([S:10][CH3:9])[N:16]=1)=[O:19]. The yield is 0.693.